Dataset: Forward reaction prediction with 1.9M reactions from USPTO patents (1976-2016). Task: Predict the product of the given reaction. The product is: [CH3:27][O:26][C:8]1[C:7]([C:6]2[C:2]([CH3:1])=[N:3][O:4][C:5]=2[CH3:28])=[CH:16][C:15]2[N:14]=[CH:13][C:12]3[N:17]=[C:32]([CH2:31][O:30][CH3:29])[N:18]([CH2:19][C:20]4[CH:25]=[CH:24][CH:23]=[CH:22][N:21]=4)[C:11]=3[C:10]=2[CH:9]=1. Given the reactants [CH3:1][C:2]1[C:6]([C:7]2[CH:16]=[C:15]3[C:10]([C:11]([NH:18][CH2:19][C:20]4[CH:25]=[CH:24][CH:23]=[CH:22][N:21]=4)=[C:12]([NH2:17])[CH:13]=[N:14]3)=[CH:9][C:8]=2[O:26][CH3:27])=[C:5]([CH3:28])[O:4][N:3]=1.[CH3:29][O:30][CH2:31][C:32](Cl)=O.C(=O)([O-])O.[Na+], predict the reaction product.